Predict the product of the given reaction. From a dataset of Forward reaction prediction with 1.9M reactions from USPTO patents (1976-2016). Given the reactants [CH3:1][N:2]1[C:6]2([CH2:14][C:13]3[C:8](=[CH:9][CH:10]=[C:11]([C:15]([OH:17])=[O:16])[CH:12]=3)[CH2:7]2)[C:5](=[O:18])[NH:4][C:3]1=[O:19].OS(O)(=O)=O.[CH3:25]O, predict the reaction product. The product is: [CH3:1][N:2]1[C@@:6]2([CH2:14][C:13]3[C:8](=[CH:9][CH:10]=[C:11]([C:15]([O:17][CH3:25])=[O:16])[CH:12]=3)[CH2:7]2)[C:5](=[O:18])[NH:4][C:3]1=[O:19].